From a dataset of Full USPTO retrosynthesis dataset with 1.9M reactions from patents (1976-2016). Predict the reactants needed to synthesize the given product. Given the product [C:1]([N:4]1[C:13]2[C:8](=[CH:9][C:10]([C:14]([NH2:15])=[O:30])=[CH:11][CH:12]=2)[C@H:7]([NH:16][C:17]2[C:22]([CH2:23][OH:24])=[CH:21][CH:20]=[CH:19][N:18]=2)[C@@H:6]([CH3:25])[C@@H:5]1[CH:26]1[CH2:28][CH2:27]1)(=[O:3])[CH3:2], predict the reactants needed to synthesize it. The reactants are: [C:1]([N:4]1[C:13]2[C:8](=[CH:9][C:10]([C:14]#[N:15])=[CH:11][CH:12]=2)[C@H:7]([NH:16][C:17]2[C:22]([CH2:23][OH:24])=[CH:21][CH:20]=[CH:19][N:18]=2)[C@@H:6]([CH3:25])[C@@H:5]1[CH:26]1[CH2:28][CH2:27]1)(=[O:3])[CH3:2].C(=O)([O-])[O-:30].[K+].[K+].OO.